Dataset: Full USPTO retrosynthesis dataset with 1.9M reactions from patents (1976-2016). Task: Predict the reactants needed to synthesize the given product. (1) Given the product [F:38][CH:2]([CH2:15][N:16]1[CH2:21][CH2:20][N:19]([C:22]2[CH:27]=[CH:26][CH:25]=[CH:24][C:23]=2[O:28][CH:29]([CH3:31])[CH3:30])[CH2:18][CH2:17]1)[CH2:3][N:4]1[C:12](=[O:13])[CH:11]2[CH:6]([CH2:7][CH:8]=[CH:9][CH2:10]2)[C:5]1=[O:14], predict the reactants needed to synthesize it. The reactants are: O[CH:2]([CH2:15][N:16]1[CH2:21][CH2:20][N:19]([C:22]2[CH:27]=[CH:26][CH:25]=[CH:24][C:23]=2[O:28][CH:29]([CH3:31])[CH3:30])[CH2:18][CH2:17]1)[CH2:3][N:4]1[C:12](=[O:13])[CH:11]2[CH:6]([CH2:7][CH:8]=[CH:9][CH2:10]2)[C:5]1=[O:14].C(S(F)(F)([F:38])(CC)N)C.O. (2) Given the product [Cl:1][C:2]1[CH:10]=[C:9]2[C:5](=[CH:4][CH:3]=1)[CH2:6][CH:7]=[CH:8]2, predict the reactants needed to synthesize it. The reactants are: [Cl:1][C:2]1[CH:10]=[C:9]2[C:5]([CH2:6][CH2:7][CH:8]2O)=[CH:4][CH:3]=1.O.C1(C)C=CC(S(O)(=O)=O)=CC=1.